Dataset: Peptide-MHC class I binding affinity with 185,985 pairs from IEDB/IMGT. Task: Regression. Given a peptide amino acid sequence and an MHC pseudo amino acid sequence, predict their binding affinity value. This is MHC class I binding data. (1) The peptide sequence is VPRLGDKTF. The binding affinity (normalized) is 0.127. The MHC is HLA-B08:01 with pseudo-sequence HLA-B08:01. (2) The peptide sequence is APRTLVYLL. The MHC is HLA-A29:02 with pseudo-sequence HLA-A29:02. The binding affinity (normalized) is 0.436. (3) The peptide sequence is NPIINTHSF. The MHC is HLA-B54:01 with pseudo-sequence HLA-B54:01. The binding affinity (normalized) is 0.152. (4) The peptide sequence is VALLPLSL. The MHC is Mamu-A01 with pseudo-sequence Mamu-A01. The binding affinity (normalized) is 0.346. (5) The peptide sequence is TGIVSSMHY. The MHC is HLA-A25:01 with pseudo-sequence HLA-A25:01. The binding affinity (normalized) is 0.0847. (6) The peptide sequence is ALAKAAAAT. The MHC is HLA-A02:03 with pseudo-sequence HLA-A02:03. The binding affinity (normalized) is 0.496. (7) The peptide sequence is WTEMAEAEYEE. The MHC is Mamu-A02 with pseudo-sequence Mamu-A02. The binding affinity (normalized) is 0.468.